Predict which catalyst facilitates the given reaction. From a dataset of Catalyst prediction with 721,799 reactions and 888 catalyst types from USPTO. (1) Reactant: [CH3:1][O:2][C:3](=[O:15])[NH:4][CH2:5][C:6]1[CH:11]=[CH:10][C:9]([Cl:12])=[C:8]([CH:13]=O)[CH:7]=1.[CH:16]1([NH2:19])[CH2:18][CH2:17]1.[BH4-].[Na+].[OH-].[Na+]. Product: [CH3:1][O:2][C:3](=[O:15])[NH:4][CH2:5][C:6]1[CH:11]=[CH:10][C:9]([Cl:12])=[C:8]([CH2:13][NH:19][CH:16]2[CH2:18][CH2:17]2)[CH:7]=1. The catalyst class is: 5. (2) Reactant: [C:1]([C:3]1[CH:4]=[C:5]([CH:10]=[CH:11][C:12]=1[CH:13]1[CH2:18][CH2:17][CH2:16][CH2:15][CH2:14]1)[C:6](OC)=[O:7])#[N:2].[BH4-].[Li+].O1CCCC1. The catalyst class is: 12. Product: [CH:13]1([C:12]2[CH:11]=[CH:10][C:5]([CH2:6][OH:7])=[CH:4][C:3]=2[C:1]#[N:2])[CH2:14][CH2:15][CH2:16][CH2:17][CH2:18]1. (3) Reactant: CS([O:5][CH2:6][C@@H:7]([CH3:23])[C@H:8]([N:14]([C:16]([O:18][C:19]([CH3:22])([CH3:21])[CH3:20])=[O:17])[CH3:15])[C:9]1[O:10][CH:11]=[CH:12][CH:13]=1)(=O)=O.[H-].[Na+]. The catalyst class is: 1. Product: [C:19]([O:18][C:16](=[O:17])[N:14]([C@H:8]([C:9]1[O:10][CH:11]=[CH:12][CH:13]=1)[C@H:7]([CH3:23])[CH2:6][O:5][C@H:13]1[CH2:12][CH2:11][O:10][CH2:9]1)[CH3:15])([CH3:22])([CH3:21])[CH3:20]. (4) Reactant: [CH:1]12[O:7][CH:2]1[CH2:3][CH2:4][CH2:5][CH2:6]2.Cl.C[OH:10]. Product: [C:1](=[O:7])=[O:10].[CH:2]12[O:7][CH:1]1[CH2:6][CH2:5][CH2:4][CH2:3]2. The catalyst class is: 2.